Dataset: Reaction yield outcomes from USPTO patents with 853,638 reactions. Task: Predict the reaction yield, written as a fraction of the theoretical maximum amount of product (1.0 means a 100% yield; for example, 0.34 means a 34% yield). (1) The reactants are Br[C:2]1[N:3]([CH2:9][O:10][CH2:11][CH2:12][Si:13]([CH3:16])([CH3:15])[CH3:14])[C:4]([Br:8])=[C:5]([Br:7])[N:6]=1.[Li]CCCC.CN([CH:25]=[O:26])C. The catalyst is C1COCC1. The product is [Br:7][C:5]1[N:6]=[C:2]([CH:25]=[O:26])[N:3]([CH2:9][O:10][CH2:11][CH2:12][Si:13]([CH3:16])([CH3:15])[CH3:14])[C:4]=1[Br:8]. The yield is 0.400. (2) The product is [S:1]1[C:5]2[CH:6]=[CH:7][CH:8]=[CH:9][C:4]=2[N:3]=[C:2]1[N:10]1[CH2:15][CH2:14][CH:13]([NH:16][C:17]2[C:22]([NH2:23])=[CH:21][CH:20]=[CH:19][N:18]=2)[CH2:12][CH2:11]1. The reactants are [S:1]1[C:5]2[CH:6]=[CH:7][CH:8]=[CH:9][C:4]=2[N:3]=[C:2]1[N:10]1[CH2:15][CH2:14][CH:13]([NH:16][C:17]2[C:22]([N+:23]([O-])=O)=[CH:21][CH:20]=[CH:19][N:18]=2)[CH2:12][CH2:11]1. The yield is 0.813. The catalyst is [Pd].CO. (3) The reactants are Cl[C:2]1[N:3]=[C:4]([NH:17][CH:18]2[CH2:20][CH2:19]2)[C:5]2[CH2:10][CH2:9][CH:8]([C:11]3[CH:16]=[CH:15][CH:14]=[CH:13][CH:12]=3)[C:6]=2[N:7]=1.[Cl:21][C:22]1[N:23]=[CH:24][N:25]([C:27]2[CH:33]=[CH:32][C:30]([NH2:31])=[CH:29][C:28]=2[O:34][CH3:35])[CH:26]=1.OS(O)(=O)=O.CCOC(C)=O. The catalyst is CN1C(=O)CCC1. The product is [Cl:21][C:22]1[N:23]=[CH:24][N:25]([C:27]2[CH:33]=[CH:32][C:30]([NH:31][C:2]3[N:3]=[C:4]([NH:17][CH:18]4[CH2:20][CH2:19]4)[C:5]4[CH2:10][CH2:9][CH:8]([C:11]5[CH:16]=[CH:15][CH:14]=[CH:13][CH:12]=5)[C:6]=4[N:7]=3)=[CH:29][C:28]=2[O:34][CH3:35])[CH:26]=1. The yield is 0.691. (4) The reactants are [CH3:1][O:2][C:3]1[CH:4]=[CH:5][C:6]([N+:14]([O-])=O)=[C:7]([CH:9]2[O:13][CH2:12][CH2:11][O:10]2)[CH:8]=1.C(OCC)(=O)C. The catalyst is [Pt](=O)=O.O.O.O.C([O-])(=O)C.[Na+]. The product is [O:10]1[CH2:11][CH2:12][O:13][CH:9]1[C:7]1[CH:8]=[C:3]([O:2][CH3:1])[CH:4]=[CH:5][C:6]=1[NH2:14]. The yield is 1.00. (5) The reactants are [CH:1]1([N:7]([CH:18]2[CH2:23][CH2:22][CH2:21][CH2:20][CH2:19]2)[C:8]([NH:10][C:11]2[S:12][C:13]([CH:16]=O)=[CH:14][N:15]=2)=[O:9])[CH2:6][CH2:5][CH2:4][CH2:3][CH2:2]1.Cl.[CH2:25]([S:27]([N:30]1[CH2:35][CH2:34][NH:33][CH2:32][CH2:31]1)(=[O:29])=[O:28])[CH3:26].C(O[BH-](OC(=O)C)OC(=O)C)(=O)C.[Na+]. No catalyst specified. The product is [CH:1]1([N:7]([CH:18]2[CH2:23][CH2:22][CH2:21][CH2:20][CH2:19]2)[C:8]([NH:10][C:11]2[S:12][C:13]([CH2:16][N:33]3[CH2:32][CH2:31][N:30]([S:27]([CH2:25][CH3:26])(=[O:28])=[O:29])[CH2:35][CH2:34]3)=[CH:14][N:15]=2)=[O:9])[CH2:6][CH2:5][CH2:4][CH2:3][CH2:2]1. The yield is 0.440. (6) The reactants are [Br:1][C:2]1[C:3](F)=[C:4]2[C:10]([NH:11][C:12](=[O:20])[C:13]3[CH:18]=[CH:17][C:16]([F:19])=[CH:15][CH:14]=3)=[CH:9][NH:8][C:5]2=[N:6][CH:7]=1.[NH:22]1[CH2:27][CH2:26][CH2:25][C@@H:24]([NH:28]C(=O)OC(C)(C)C)[CH2:23]1.C(O)(C(F)(F)F)=O.C(Cl)[Cl:44]. The catalyst is CCCCO. The product is [ClH:44].[NH2:28][C@@H:24]1[CH2:25][CH2:26][CH2:27][N:22]([C:3]2[C:2]([Br:1])=[CH:7][N:6]=[C:5]3[NH:8][CH:9]=[C:10]([NH:11][C:12](=[O:20])[C:13]4[CH:18]=[CH:17][C:16]([F:19])=[CH:15][CH:14]=4)[C:4]=23)[CH2:23]1. The yield is 0.410. (7) The reactants are B(Br)(Br)Br.ClCCl.[F:8][C:9]([F:38])([F:37])[C:10]1[CH:11]=[C:12]([NH:20][C:21](=[O:36])[C:22]2[CH:27]=[CH:26][C:25]([C:28]3[CH:33]=[CH:32][CH:31]=[CH:30][CH:29]=3)=[CH:24][C:23]=2[O:34]C)[CH:13]=[C:14]([C:16]([F:19])([F:18])[F:17])[CH:15]=1. The catalyst is ClCCl.C(OCC)(=O)C. The product is [F:8][C:9]([F:37])([F:38])[C:10]1[CH:11]=[C:12]([NH:20][C:21](=[O:36])[C:22]2[CH:27]=[CH:26][C:25]([C:28]3[CH:33]=[CH:32][CH:31]=[CH:30][CH:29]=3)=[CH:24][C:23]=2[OH:34])[CH:13]=[C:14]([C:16]([F:17])([F:18])[F:19])[CH:15]=1. The yield is 0.716. (8) The reactants are [Br:1][C:2]1[C:3]([F:22])=[C:4]([C:9]([CH3:21])=[C:10]([N:12]([CH2:19][CH3:20])[CH:13]2[CH2:18][CH2:17][O:16][CH2:15][CH2:14]2)[CH:11]=1)[C:5]([O:7]C)=[O:6].[OH-].[Na+].Cl. The catalyst is O1CCCC1.CO. The product is [Br:1][C:2]1[C:3]([F:22])=[C:4]([C:9]([CH3:21])=[C:10]([N:12]([CH2:19][CH3:20])[CH:13]2[CH2:18][CH2:17][O:16][CH2:15][CH2:14]2)[CH:11]=1)[C:5]([OH:7])=[O:6]. The yield is 0.950.